Dataset: Reaction yield outcomes from USPTO patents with 853,638 reactions. Task: Predict the reaction yield, written as a fraction of the theoretical maximum amount of product (1.0 means a 100% yield; for example, 0.34 means a 34% yield). The reactants are [Br:1][C:2]1[CH:3]=[C:4]([CH:18]=[C:19]([CH3:21])[CH:20]=1)[C:5]([C:7]1[NH:12][C:11](=[O:13])[NH:10][C:9](=[O:14])[C:8]=1[CH:15]([CH3:17])[CH3:16])=[O:6].Cl[CH2:23][C:24]1[CH:29]=[C:28]([CH3:30])[N:27]=[C:26]([N:31]2[C:39](=[O:40])[C:38]3[C:33](=[CH:34][CH:35]=[CH:36][CH:37]=3)[C:32]2=[O:41])[CH:25]=1.C(=O)([O-])[O-].[K+].[K+].[I-].[Li+]. The catalyst is CN(C=O)C. The product is [Br:1][C:2]1[CH:3]=[C:4]([CH:18]=[C:19]([CH3:21])[CH:20]=1)[C:5]([C:7]1[N:12]([CH2:23][C:24]2[CH:29]=[C:28]([CH3:30])[N:27]=[C:26]([N:31]3[C:39](=[O:40])[C:38]4[C:33](=[CH:34][CH:35]=[CH:36][CH:37]=4)[C:32]3=[O:41])[CH:25]=2)[C:11](=[O:13])[NH:10][C:9](=[O:14])[C:8]=1[CH:15]([CH3:16])[CH3:17])=[O:6]. The yield is 0.350.